This data is from Catalyst prediction with 721,799 reactions and 888 catalyst types from USPTO. The task is: Predict which catalyst facilitates the given reaction. (1) Reactant: [CH3:1][C:2]1[C:7]([CH3:8])=[C:6]([NH:9][S:10]([C:13]2[CH:18]=[CH:17][CH:16]=[CH:15][CH:14]=2)(=[O:12])=[O:11])[CH:5]=[CH:4][C:3]=1[NH:19][C:20]([CH2:22][C:23]1[CH:30]=[CH:29][C:26]([C:27]#[N:28])=[CH:25][CH:24]=1)=[O:21].Cl.C(=O)([O-])[O-].[NH4+:36].[NH4+]. Product: [CH3:1][C:2]1[C:7]([CH3:8])=[C:6]([NH:9][S:10]([C:13]2[CH:14]=[CH:15][CH:16]=[CH:17][CH:18]=2)(=[O:12])=[O:11])[CH:5]=[CH:4][C:3]=1[NH:19][C:20]([CH2:22][C:23]1[CH:24]=[CH:25][C:26]([C:27]([NH2:36])=[NH:28])=[CH:29][CH:30]=1)=[O:21]. The catalyst class is: 8. (2) Reactant: [Br:1][C:2]1[N:7]=[C:6]([CH:8]([OH:12])[C:9]([O-])=[O:10])[CH:5]=[CH:4][CH:3]=1.[K+].C1C=CC2N(O)N=[N:20][C:18]=2C=1.C(Cl)CCl.Cl.CN.CCN(C(C)C)C(C)C. Product: [Br:1][C:2]1[N:7]=[C:6]([CH:8]([OH:12])[C:9]([NH:20][CH3:18])=[O:10])[CH:5]=[CH:4][CH:3]=1. The catalyst class is: 18. (3) Reactant: ON1C2C=CC=CC=2N=N1.Cl.[CH3:12][O:13][CH:14]1[CH2:19][CH2:18][NH:17][CH2:16][CH2:15]1.CN1C=CC([C:26]2[C:27]([C:37]([OH:39])=O)=[N:28][N:29]([C:31]3[CH:32]=[N:33][CH:34]=[CH:35][CH:36]=3)[CH:30]=2)=C1.Cl.[CH3:41][N:42]([CH3:51])[CH2:43][CH2:44][CH2:45]N=C=NCC. Product: [CH3:41][N:42]1[CH:51]=[CH:45][C:44]([C:30]2[N:29]([C:31]3[CH:32]=[N:33][CH:34]=[CH:35][CH:36]=3)[N:28]=[C:27]([C:37]([N:17]3[CH2:18][CH2:19][CH:14]([O:13][CH3:12])[CH2:15][CH2:16]3)=[O:39])[CH:26]=2)=[CH:43]1. The catalyst class is: 236. (4) Reactant: C(OC(=O)[NH:7][C:8]1[CH:13]=[CH:12][C:11]([C:14]2[CH:19]=[CH:18][CH:17]=[CH:16][C:15]=2[F:20])=[CH:10][C:9]=1[NH:21][C:22](=[O:38])[CH2:23][C:24]([C:26]1[CH:31]=[CH:30][CH:29]=[C:28]([N:32]2[CH:36]=[CH:35][N:34]=[C:33]2[CH3:37])[CH:27]=1)=O)(C)(C)C.C(O)(C(F)(F)F)=O. Product: [F:20][C:15]1[CH:16]=[CH:17][CH:18]=[CH:19][C:14]=1[C:11]1[CH:12]=[CH:13][C:8]2[N:7]=[C:24]([C:26]3[CH:31]=[CH:30][CH:29]=[C:28]([N:32]4[CH:36]=[CH:35][N:34]=[C:33]4[CH3:37])[CH:27]=3)[CH2:23][C:22](=[O:38])[NH:21][C:9]=2[CH:10]=1. The catalyst class is: 2. (5) Reactant: Cl.[CH3:2][C@H:3]1[CH2:8][O:7][CH2:6][CH2:5][NH:4]1.[Cl:9][C:10]1[N:15]=[C:14]([N:16]([C:32]([O:34][C:35]([CH3:38])([CH3:37])[CH3:36])=[O:33])[N:17]([C:25]([O:27][C:28]([CH3:31])([CH3:30])[CH3:29])=[O:26])[C:18]([O:20][C:21]([CH3:24])([CH3:23])[CH3:22])=[O:19])[C:13]([F:39])=[C:12](Cl)[N:11]=1.C(N(CC)C(C)C)(C)C. Product: [Cl:9][C:10]1[N:15]=[C:14]([N:16]([C:32]([O:34][C:35]([CH3:38])([CH3:37])[CH3:36])=[O:33])[N:17]([C:18]([O:20][C:21]([CH3:22])([CH3:23])[CH3:24])=[O:19])[C:25]([O:27][C:28]([CH3:29])([CH3:30])[CH3:31])=[O:26])[C:13]([F:39])=[C:12]([N:4]2[CH2:5][CH2:6][O:7][CH2:8][C@@H:3]2[CH3:2])[N:11]=1. The catalyst class is: 215. (6) Reactant: [C:1]([N:4]1[C:13]2[C:8](=[CH:9][C:10]([NH2:16])=[CH:11][C:12]=2[O:14][CH3:15])[C:7]([C:18]2[CH:23]=[CH:22][CH:21]=[CH:20][CH:19]=2)([CH3:17])[CH2:6][C:5]1([CH3:25])[CH3:24])(=[O:3])[CH3:2].[C:26]1([C:35]2[CH:40]=[CH:39][CH:38]=[CH:37][CH:36]=2)[CH:31]=[CH:30][C:29]([C:32](Cl)=[O:33])=[CH:28][CH:27]=1.N1C=CC=CC=1. Product: [C:1]([N:4]1[C:13]2[C:8](=[CH:9][C:10]([NH:16][C:32](=[O:33])[C:29]3[CH:30]=[CH:31][C:26]([C:35]4[CH:40]=[CH:39][CH:38]=[CH:37][CH:36]=4)=[CH:27][CH:28]=3)=[CH:11][C:12]=2[O:14][CH3:15])[C:7]([C:18]2[CH:23]=[CH:22][CH:21]=[CH:20][CH:19]=2)([CH3:17])[CH2:6][C:5]1([CH3:25])[CH3:24])(=[O:3])[CH3:2]. The catalyst class is: 7. (7) The catalyst class is: 5. Product: [Br:1][C:2]1[CH:3]=[CH:4][C:5]([CH:8]([OH:13])[C:9]([F:10])([F:11])[F:12])=[N:6][CH:7]=1. Reactant: [Br:1][C:2]1[CH:3]=[CH:4][C:5]([C:8](=[O:13])[C:9]([F:12])([F:11])[F:10])=[N:6][CH:7]=1.[BH4-].[Na+].